This data is from Full USPTO retrosynthesis dataset with 1.9M reactions from patents (1976-2016). The task is: Predict the reactants needed to synthesize the given product. (1) Given the product [C:31]([NH:33][CH2:34][C:35]1[CH:40]=[CH:39][C:38]([C:9]2[CH:8]=[CH:7][C:3]([C:4]([NH2:6])=[O:5])=[C:2]([O:25][C:22]3[CH:21]=[CH:20][C:19]([O:12][C:13]4[CH:18]=[CH:17][CH:16]=[CH:15][CH:14]=4)=[CH:24][CH:23]=3)[N:10]=2)=[CH:37][CH:36]=1)(=[O:32])[CH:44]=[CH2:45], predict the reactants needed to synthesize it. The reactants are: Cl[C:2]1[N:10]=[C:9](Cl)[CH:8]=[CH:7][C:3]=1[C:4]([NH2:6])=[O:5].[O:12]([C:19]1[CH:24]=[CH:23][C:22]([OH:25])=[CH:21][CH:20]=1)[C:13]1[CH:18]=[CH:17][CH:16]=[CH:15][CH:14]=1.C(O[C:31]([NH:33][CH2:34][C:35]1[CH:36]=[C:37](B(O)O)[CH:38]=[CH:39][CH:40]=1)=[O:32])(C)(C)C.[C:44](Cl)(=O)[CH:45]=C. (2) Given the product [OH:1][C@@H:2]([C:20]1[CH:21]=[CH:22][C:23]([O:26][C:27]([F:28])([F:29])[F:30])=[CH:24][CH:25]=1)[C@@H:3]([C:7]1[CH:8]=[CH:9][C:10]([C:11]([NH:49][CH2:50][CH2:51][C:52]([O:54][CH2:55][CH3:56])=[O:53])=[O:12])=[CH:18][CH:19]=1)[CH2:4][CH2:5][CH3:6], predict the reactants needed to synthesize it. The reactants are: [OH:1][C@@H:2]([C:20]1[CH:25]=[CH:24][C:23]([O:26][C:27]([F:30])([F:29])[F:28])=[CH:22][CH:21]=1)[C@@H:3]([C:7]1[CH:19]=[CH:18][C:10]([C:11](OC(C)(C)C)=[O:12])=[CH:9][CH:8]=1)[CH2:4][CH2:5][CH3:6].P(=O)(O)(O)O.C1N=CN(C(N2C=NC=C2)=O)C=1.Cl.[NH2:49][CH2:50][CH2:51][C:52]([O:54][CH2:55][CH3:56])=[O:53]. (3) The reactants are: C(OC(=O)[NH:7][C:8]1[CH:13]=[C:12]([N:14]([CH2:16][CH:17]([CH3:19])[CH3:18])[CH3:15])[C:11]([C:20]([F:23])([F:22])[F:21])=[CH:10][C:9]=1[NH:24][C:25](=[O:36])[CH2:26][C:27]([C:29]1[CH:34]=[CH:33][CH:32]=[C:31]([Br:35])[CH:30]=1)=O)(C)(C)C.C(O)(C(F)(F)F)=O. Given the product [Br:35][C:31]1[CH:30]=[C:29]([C:27]2[CH2:26][C:25](=[O:36])[NH:24][C:9]3[CH:10]=[C:11]([C:20]([F:22])([F:23])[F:21])[C:12]([N:14]([CH2:16][CH:17]([CH3:18])[CH3:19])[CH3:15])=[CH:13][C:8]=3[N:7]=2)[CH:34]=[CH:33][CH:32]=1, predict the reactants needed to synthesize it. (4) Given the product [CH3:2][C@@H:3]([NH:14][CH2:15][CH2:16][CH2:17][C:18]1[CH:19]=[CH:20][CH:21]=[C:22]([C:24]([F:25])([F:26])[F:27])[CH:23]=1)[C:4]1[CH:5]=[CH:6][CH:7]=[C:8]2[CH:13]=[CH:12][CH:11]=[CH:10][C:9]=12, predict the reactants needed to synthesize it. The reactants are: O.[CH3:2][C@@H:3]([NH:14][CH2:15][CH2:16][CH2:17][C:18]1[CH:19]=[CH:20][CH:21]=[C:22]([C:24]([F:27])([F:26])[F:25])[CH:23]=1)[C:4]1[CH:5]=[CH:6][CH:7]=[C:8]2[CH:13]=[CH:12][CH:11]=[CH:10][C:9]=12.C1(C)C=CC(C([C@@](C([O-])=O)(O)[C@@](C(C2C=CC(C)=CC=2)=O)(O)C([O-])=O)=O)=CC=1.[OH-].[Na+]. (5) The reactants are: [O:1]=[C:2]1[CH2:6][O:5][C:4]([NH:7][C:8]2[CH:13]=[CH:12][C:11]([O:14][CH2:15][CH2:16][CH3:17])=[CH:10][CH:9]=2)=[C:3]1[C:18]([O:20][CH2:21][CH3:22])=[O:19].[NH:23]1[C:31]2[C:26](=[CH:27][CH:28]=[CH:29][N:30]=2)[C:25]([CH:32]=O)=[CH:24]1.N1CCC[C@H]1C(O)=O. Given the product [NH:23]1[C:31]2=[N:30][CH:29]=[CH:28][CH:27]=[C:26]2[C:25]([CH:32]=[C:6]2[O:5][C:4]([NH:7][C:8]3[CH:9]=[CH:10][C:11]([O:14][CH2:15][CH2:16][CH3:17])=[CH:12][CH:13]=3)=[C:3]([C:18]([O:20][CH2:21][CH3:22])=[O:19])[C:2]2=[O:1])=[CH:24]1, predict the reactants needed to synthesize it. (6) Given the product [CH3:1][O:2][C:3]1[CH:4]=[C:5]([CH:29]=[C:30]([O:34][CH3:35])[C:31]=1[O:32][CH3:33])[C:6]([NH:8][CH:9]=[N:10][C:11](=[O:28])[O:12][N:13]([C:24]([CH3:27])([CH3:26])[CH3:25])[C:14]1[CH:19]=[CH:18][C:17]([CH3:20])=[C:16]([NH2:21])[CH:15]=1)=[O:7], predict the reactants needed to synthesize it. The reactants are: [CH3:1][O:2][C:3]1[CH:4]=[C:5]([CH:29]=[C:30]([O:34][CH3:35])[C:31]=1[O:32][CH3:33])[C:6]([NH:8][CH:9]=[N:10][C:11](=[O:28])[O:12][N:13]([C:24]([CH3:27])([CH3:26])[CH3:25])[C:14]1[CH:19]=[CH:18][C:17]([CH3:20])=[C:16]([N+:21]([O-])=O)[CH:15]=1)=[O:7]. (7) Given the product [CH3:12][O:11][CH2:10][CH2:9][O:8][C:5]1[CH:6]=[CH:7][C:2]([NH:65][C:62]2[CH:63]=[CH:64][N:60]([CH3:59])[N:61]=2)=[N:3][CH:4]=1, predict the reactants needed to synthesize it. The reactants are: Br[C:2]1[CH:7]=[CH:6][C:5]([O:8][CH2:9][CH2:10][O:11][CH3:12])=[CH:4][N:3]=1.C1C=CC(P(C2C(C3C(P(C4C=CC=CC=4)C4C=CC=CC=4)=CC=C4C=3C=CC=C4)=C3C(C=CC=C3)=CC=2)C2C=CC=CC=2)=CC=1.[CH3:59][N:60]1[CH:64]=[CH:63][C:62]([NH2:65])=[N:61]1.C1(C)C=CC=CC=1. (8) Given the product [Cl:20][CH2:16][C:8]1[N:7]([CH2:6][CH2:5][S:2]([CH3:1])(=[O:4])=[O:3])[C:11]2[CH:12]=[CH:13][CH:14]=[CH:15][C:10]=2[N:9]=1, predict the reactants needed to synthesize it. The reactants are: [CH3:1][S:2]([CH2:5][CH2:6][N:7]1[C:11]2[CH:12]=[CH:13][CH:14]=[CH:15][C:10]=2[N:9]=[C:8]1[CH2:16]O)(=[O:4])=[O:3].O=S(Cl)[Cl:20]. (9) Given the product [Br:1][C:2]1[CH:3]=[C:4]([CH:16]2[CH2:20][CH2:17]2)[C:5]2[O:12][C:9]3([CH2:10][CH2:11]3)[CH2:8][C:7]([CH3:13])([CH3:14])[C:6]=2[CH:15]=1, predict the reactants needed to synthesize it. The reactants are: [Br:1][C:2]1[CH:3]=[C:4]([CH:16]=[CH2:17])[C:5]2[O:12][C:9]3([CH2:11][CH2:10]3)[CH2:8][C:7]([CH3:14])([CH3:13])[C:6]=2[CH:15]=1.[N+](=[CH2:20])=[N-].CCCCCC. (10) Given the product [CH3:1][O:2][C:3]([C:5]1[S:9][C:8]([N:10]2[CH2:11][CH2:12][N:13]([S:25]([C:22]3[CH:21]=[CH:20][C:19]([O:18][C:17]([F:16])([F:29])[F:30])=[CH:24][CH:23]=3)(=[O:27])=[O:26])[CH2:14][CH2:15]2)=[N:7][CH:6]=1)=[O:4], predict the reactants needed to synthesize it. The reactants are: [CH3:1][O:2][C:3]([C:5]1[S:9][C:8]([N:10]2[CH2:15][CH2:14][NH:13][CH2:12][CH2:11]2)=[N:7][CH:6]=1)=[O:4].[F:16][C:17]([F:30])([F:29])[O:18][C:19]1[CH:24]=[CH:23][C:22]([S:25](Cl)(=[O:27])=[O:26])=[CH:21][CH:20]=1.C(N(CC)CC)C.O.